This data is from TCR-epitope binding with 47,182 pairs between 192 epitopes and 23,139 TCRs. The task is: Binary Classification. Given a T-cell receptor sequence (or CDR3 region) and an epitope sequence, predict whether binding occurs between them. (1) The epitope is TVYDPLQPELDSFK. Result: 0 (the TCR does not bind to the epitope). The TCR CDR3 sequence is CASSLGYEQYF. (2) The epitope is LVLSVNPYV. The TCR CDR3 sequence is CAGSQDRLTGGYTF. Result: 0 (the TCR does not bind to the epitope). (3) The epitope is FPRPWLHGL. The TCR CDR3 sequence is CASSPPANPNEKLFF. Result: 0 (the TCR does not bind to the epitope).